This data is from Full USPTO retrosynthesis dataset with 1.9M reactions from patents (1976-2016). The task is: Predict the reactants needed to synthesize the given product. (1) Given the product [ClH:28].[C:1]([O:4][CH2:5][C@@H:6]([NH:19][CH3:20])[CH2:7][CH2:8][C:9]([O:11][CH2:12][C:13]1[CH:14]=[CH:15][CH:16]=[CH:17][CH:18]=1)=[O:10])(=[O:3])[CH3:2], predict the reactants needed to synthesize it. The reactants are: [C:1]([O:4][CH2:5][C@@H:6]([N:19](C(OC(C)(C)C)=O)[CH3:20])[CH2:7][CH2:8][C:9]([O:11][CH2:12][C:13]1[CH:18]=[CH:17][CH:16]=[CH:15][CH:14]=1)=[O:10])(=[O:3])[CH3:2].[ClH:28]. (2) The reactants are: [C-]#N.[Na+].C1(C)C=CC=CC=1.C[NH:12][CH2:13][CH2:14]NC.BrC1[CH:19]=[C:20]([CH3:25])[CH:21]=[C:22]([CH3:24])[CH:23]=1. Given the product [CH3:25][C:20]1[CH:19]=[C:14]([CH:23]=[C:22]([CH3:24])[CH:21]=1)[C:13]#[N:12], predict the reactants needed to synthesize it. (3) Given the product [Br:21][CH2:22][C:23]1[CH:24]=[C:25]([CH:26]=[CH:27][CH:28]=1)[CH2:29][N:3]1[CH:4]=[CH:5][C:6]2[C:11](=[CH:10][C:9]([C:12]([O:14][CH3:15])=[O:13])=[CH:8][CH:7]=2)[C:2]1=[O:1], predict the reactants needed to synthesize it. The reactants are: [O:1]=[C:2]1[C:11]2[C:6](=[CH:7][CH:8]=[C:9]([C:12]([O-:14])=[O:13])[CH:10]=2)[CH:5]=[CH:4][NH:3]1.[C:15](=O)([O-])[O-].[Cs+].[Cs+].[Br:21][CH2:22][C:23]1[CH:28]=[CH:27][CH:26]=[C:25]([CH2:29]Br)[CH:24]=1. (4) Given the product [Cl:8][C:6]1[N:5]=[C:4]([NH2:9])[N:3]=[C:2]([NH:14][CH:10]2[CH2:13][CH2:12][CH2:11]2)[CH:7]=1, predict the reactants needed to synthesize it. The reactants are: Cl[C:2]1[CH:7]=[C:6]([Cl:8])[N:5]=[C:4]([NH2:9])[N:3]=1.[CH:10]1([NH2:14])[CH2:13][CH2:12][CH2:11]1.CCN(C(C)C)C(C)C. (5) Given the product [C:1]1([CH:7]([C:11]2[CH:16]=[CH:15][CH:14]=[CH:13][CH:12]=2)[C:8]([NH:10][C:22]([CH2:17][CH2:18][CH2:19][CH2:20][CH3:21])=[O:23])=[O:9])[CH:2]=[CH:3][CH:4]=[CH:5][CH:6]=1, predict the reactants needed to synthesize it. The reactants are: [C:1]1([CH:7]([C:11]2[CH:16]=[CH:15][CH:14]=[CH:13][CH:12]=2)[C:8]([NH2:10])=[O:9])[CH:6]=[CH:5][CH:4]=[CH:3][CH:2]=1.[CH2:17]([C:22](Cl)=[O:23])[CH2:18][CH2:19][CH2:20][CH3:21]. (6) Given the product [Si:1]([O:8][C:9]([CH3:22])([CH3:21])[CH2:10][C:11]([OH:13])=[O:12])([C:4]([CH3:7])([CH3:6])[CH3:5])([CH3:3])[CH3:2], predict the reactants needed to synthesize it. The reactants are: [Si:1]([O:8][C:9]([CH3:22])([CH3:21])[CH2:10][C:11]([O:13]CC1C=CC=CC=1)=[O:12])([C:4]([CH3:7])([CH3:6])[CH3:5])([CH3:3])[CH3:2]. (7) Given the product [C:23]([C@@H:18]1[CH2:19][CH2:20][CH2:21][CH2:22][C@H:17]1[NH:16][C:14](=[O:15])[O:13][C:9]([CH3:12])([CH3:11])[CH3:10])(=[O:25])[NH2:27], predict the reactants needed to synthesize it. The reactants are: ClC(OCC(C)C)=O.[C:9]([O:13][C:14]([NH:16][C@@H:17]1[CH2:22][CH2:21][CH2:20][CH2:19][C@H:18]1[C:23]([OH:25])=O)=[O:15])([CH3:12])([CH3:11])[CH3:10].C[N:27]1CCOCC1.